From a dataset of Full USPTO retrosynthesis dataset with 1.9M reactions from patents (1976-2016). Predict the reactants needed to synthesize the given product. Given the product [CH2:21]([NH+:10]([CH2:6][CH3:4])[CH2:9][CH3:8])[CH3:22].[F:17][C:14]1[CH:13]=[CH:12][C:11]([C:8]2[O:7][C:6]([C:4]([O-:5])=[O:3])=[N:10][CH:9]=2)=[CH:16][CH:15]=1, predict the reactants needed to synthesize it. The reactants are: C([O:3][C:4]([C:6]1[O:7][C:8]([C:11]2[CH:16]=[CH:15][C:14]([F:17])=[CH:13][CH:12]=2)=[CH:9][N:10]=1)=[O:5])C.O[Li].O.[CH2:21]1COC[CH2:22]1.O.